Predict the reaction yield, written as a fraction of the theoretical maximum amount of product (1.0 means a 100% yield; for example, 0.34 means a 34% yield). From a dataset of Reaction yield outcomes from USPTO patents with 853,638 reactions. The reactants are [CH3:1][C:2]([O:41][CH2:42][C@H:43]1[CH2:45][O:44]1)([CH3:40])[CH2:3][N:4]1[CH:8]=[CH:7][C:6]([NH:9][C:10]([CH:12]2[CH:16]([C:17]3[CH:22]=[CH:21][CH:20]=[C:19]([Cl:23])[C:18]=3[F:24])[C:15]([C:27]3[CH:32]=[CH:31][C:30]([Cl:33])=[CH:29][C:28]=3[F:34])([C:25]#[N:26])[CH:14]([CH2:35][C:36]([CH3:39])([CH3:38])[CH3:37])[NH:13]2)=[O:11])=[N:5]1.[CH3:46][NH:47][CH3:48]. The catalyst is C(O)(C)C. The product is [CH3:46][N:47]([CH3:48])[CH2:45][C@@H:43]([OH:44])[CH2:42][O:41][C:2]([CH3:1])([CH3:40])[CH2:3][N:4]1[CH:8]=[CH:7][C:6]([NH:9][C:10]([CH:12]2[CH:16]([C:17]3[CH:22]=[CH:21][CH:20]=[C:19]([Cl:23])[C:18]=3[F:24])[C:15]([C:27]3[CH:32]=[CH:31][C:30]([Cl:33])=[CH:29][C:28]=3[F:34])([C:25]#[N:26])[CH:14]([CH2:35][C:36]([CH3:37])([CH3:39])[CH3:38])[NH:13]2)=[O:11])=[N:5]1. The yield is 0.201.